From a dataset of HIV replication inhibition screening data with 41,000+ compounds from the AIDS Antiviral Screen. Binary Classification. Given a drug SMILES string, predict its activity (active/inactive) in a high-throughput screening assay against a specified biological target. (1) The drug is CCc1c(O)n(-c2ccccc2)c(=S)n(Cc2nc3ccccc3[nH]2)c1=O. The result is 0 (inactive). (2) The compound is CC(=O)OCC(OC(C)=O)C(OC(C)=O)C(C=NN(C(C)=O)S(=O)(=O)c1ccc(C=C2NC(=O)NC2=O)cc1)OC(C)=O. The result is 0 (inactive).